From a dataset of Peptide-MHC class I binding affinity with 185,985 pairs from IEDB/IMGT. Regression. Given a peptide amino acid sequence and an MHC pseudo amino acid sequence, predict their binding affinity value. This is MHC class I binding data. (1) The peptide sequence is SLTEILKGGV. The MHC is HLA-A02:01 with pseudo-sequence HLA-A02:01. The binding affinity (normalized) is 0.463. (2) The peptide sequence is VIHNSTLQV. The MHC is HLA-B07:02 with pseudo-sequence HLA-B07:02. The binding affinity (normalized) is 0. (3) The peptide sequence is RVYNNTARY. The MHC is HLA-A11:01 with pseudo-sequence HLA-A11:01. The binding affinity (normalized) is 0.711. (4) The peptide sequence is DIMGIPYCNY. The MHC is HLA-A30:01 with pseudo-sequence HLA-A30:01. The binding affinity (normalized) is 0. (5) The peptide sequence is RGYVFQGL. The MHC is Mamu-B52 with pseudo-sequence Mamu-B52. The binding affinity (normalized) is 0.851. (6) The peptide sequence is QRASNVFDL. The MHC is HLA-A29:02 with pseudo-sequence HLA-A29:02. The binding affinity (normalized) is 0.359.